From a dataset of Forward reaction prediction with 1.9M reactions from USPTO patents (1976-2016). Predict the product of the given reaction. (1) Given the reactants [CH3:1][S:2]([N:5]1[CH2:10][CH2:9][CH2:8][C@H:7]([NH:11][C:12]2[C:17]([C:18]3[N:19]=[C:20]4[CH:26]=[CH:25][N:24](COCC[Si](C)(C)C)[C:21]4=[N:22][CH:23]=3)=[CH:16][N:15]=[C:14](S(C)(=O)=O)[N:13]=2)[CH2:6]1)(=[O:4])=[O:3].[CH2:39]([CH2:41][NH2:42])[OH:40].CS(C)(=O)=O, predict the reaction product. The product is: [CH3:1][S:2]([N:5]1[CH2:10][CH2:9][CH2:8][C@H:7]([NH:11][C:12]2[C:17]([C:18]3[N:19]=[C:20]4[CH:26]=[CH:25][NH:24][C:21]4=[N:22][CH:23]=3)=[CH:16][N:15]=[C:14]([NH:42][CH2:41][CH2:39][OH:40])[N:13]=2)[CH2:6]1)(=[O:4])=[O:3]. (2) Given the reactants [OH-].[Na+].[CH3:3][N:4]([CH3:38])[C:5]1([C:32]2[CH:37]=[CH:36][CH:35]=[CH:34][CH:33]=2)[CH2:10][CH2:9][CH:8]([CH2:11][O:12][CH2:13][C:14]2[CH:15]=[C:16]3[C:20](=[CH:21][CH:22]=2)[N:19](S(C2C=CC=CC=2)(=O)=O)[CH:18]=[CH:17]3)[CH2:7][CH2:6]1, predict the reaction product. The product is: [NH:19]1[C:20]2[C:16](=[CH:15][C:14]([CH2:13][O:12][CH2:11][CH:8]3[CH2:9][CH2:10][C:5]([C:32]4[CH:37]=[CH:36][CH:35]=[CH:34][CH:33]=4)([N:4]([CH3:38])[CH3:3])[CH2:6][CH2:7]3)=[CH:22][CH:21]=2)[CH:17]=[CH:18]1. (3) Given the reactants FC(F)(F)C(O)=O.C([O:12][C:13](=[O:28])[CH:14]([C:20]1[CH:25]=[CH:24][C:23]([CH2:26][Br:27])=[CH:22][CH:21]=1)[CH:15]1[CH2:19][CH2:18][CH2:17][CH2:16]1)(C)(C)C.C(=O)(O)[O-].[Na+], predict the reaction product. The product is: [Br:27][CH2:26][C:23]1[CH:24]=[CH:25][C:20]([CH:14]([CH:15]2[CH2:19][CH2:18][CH2:17][CH2:16]2)[C:13]([OH:28])=[O:12])=[CH:21][CH:22]=1. (4) Given the reactants C12(COC3C(I)=CC(C(O)=O)=C(F)C=3)CC3CC(CC(C3)C1)C2.[CH:24]12[CH2:33][CH:28]3[CH2:29][CH:30]([CH2:32][CH:26]([CH2:27]3)[CH:25]1[CH:34]([O:45][CH2:46][C:47]1[CH:52]=[CH:51][CH:50]=[CH:49][CH:48]=1)[C:35]1[CH:43]=[CH:42][C:38]([C:39](O)=[O:40])=[CH:37][C:36]=1[Cl:44])[CH2:31]2.N1(S(N)(=O)=O)CCC1.[CH3:61][S:62]([NH2:65])(=[O:64])=[O:63], predict the reaction product. The product is: [CH:24]12[CH2:33][CH:28]3[CH2:29][CH:30]([CH2:32][CH:26]([CH2:27]3)[CH:25]1[CH:34]([O:45][CH2:46][C:47]1[CH:52]=[CH:51][CH:50]=[CH:49][CH:48]=1)[C:35]1[CH:43]=[CH:42][C:38]([C:39]([NH:65][S:62]([CH3:61])(=[O:64])=[O:63])=[O:40])=[CH:37][C:36]=1[Cl:44])[CH2:31]2. (5) Given the reactants [NH2:1][C:2]1[CH:7]=[CH:6][C:5]([C:8]2[C:9]([NH2:24])=[N:10][C:11]([NH2:23])=[N:12][C:13]=2[CH2:14][O:15][CH2:16][C:17]2[CH:22]=[CH:21]C=CC=2)=[CH:4][CH:3]=1.[CH3:25][S:26]([C:29]1[CH:36]=[CH:35][C:32]([CH:33]=O)=[CH:31][CH:30]=1)(=[O:28])=[O:27].F[C:38]1C=C(C=CC=1S(C)(=O)=O)C=O, predict the reaction product. The product is: [CH3:38][CH:22]([CH3:21])[CH2:17][CH2:16][O:15][CH2:14][C:13]1[N:12]=[C:11]([NH2:23])[N:10]=[C:9]([NH2:24])[C:8]=1[C:5]1[CH:4]=[CH:3][C:2]([NH:1][CH2:33][C:32]2[CH:35]=[CH:36][C:29]([S:26]([CH3:25])(=[O:28])=[O:27])=[CH:30][CH:31]=2)=[CH:7][CH:6]=1. (6) Given the reactants [F:1][C:2]1[CH:7]=[CH:6][C:5]([C@@:8]23[C@@H:17]([OH:18])[CH2:16][CH2:15][CH2:14][C@H:13]2[C@H:12]([CH3:19])[C:11]2([O:23][CH2:22][CH2:21][O:20]2)[CH2:10][CH2:9]3)=[CH:4][CH:3]=1.[Cr](O[Cr]([O-])(=O)=O)([O-])(=O)=O.[NH+]1C=CC=CC=1.[NH+]1C=CC=CC=1.S([O-])([O-])(=O)=O.[Mg+2], predict the reaction product. The product is: [F:1][C:2]1[CH:7]=[CH:6][C:5]([C@@:8]23[C:17](=[O:18])[CH2:16][CH2:15][CH2:14][C@H:13]2[C@H:12]([CH3:19])[C:11]2([O:20][CH2:21][CH2:22][O:23]2)[CH2:10][CH2:9]3)=[CH:4][CH:3]=1. (7) Given the reactants [NH2:1][C:2]1[N:7]2[N:8]=[C:9]([CH3:11])[CH:10]=[C:6]2[N:5]=[CH:4][C:3]=1[C:12]([O:14]C)=O.O.[NH2:17][NH2:18], predict the reaction product. The product is: [NH2:1][C:2]1[N:7]2[N:8]=[C:9]([CH3:11])[CH:10]=[C:6]2[N:5]=[CH:4][C:3]=1[C:12]([NH:17][NH2:18])=[O:14]. (8) Given the reactants [CH3:1][C:2]1[CH:21]=[CH:20][CH:19]=[C:4]([CH2:5][O:6][B:7]([O-:18])[O:8][CH2:9][C:10]2[C:11](=[C:13]([CH3:17])[CH:14]=[CH:15][CH:16]=2)[OH:12])[C:3]=1[OH:22].[Li+].[Cl-].[CH2:25]([N+:29]1[CH:33]=[CH:32][N:31]([CH3:34])[CH:30]=1)[CH2:26][CH2:27][CH3:28], predict the reaction product. The product is: [CH3:17][C:13]1[CH:14]=[CH:15][CH:16]=[C:10]([CH2:9][O:8][B:7]([O-:18])[O:6][CH2:5][C:4]2[C:3](=[C:2]([CH3:1])[CH:21]=[CH:20][CH:19]=2)[OH:22])[C:11]=1[OH:12].[CH2:25]([N+:29]1[CH:33]=[CH:32][N:31]([CH3:34])[CH:30]=1)[CH2:26][CH2:27][CH3:28]. (9) The product is: [CH2:1]=[CH:2][C:3]1[CH:8]=[CH:7][CH:6]=[CH:5][CH:4]=1.[CH2:9]=[CH:10][CH:11]=[CH2:12].[CH2:1]=[CH:2][C:3]1[CH:8]=[CH:7][CH:6]=[CH:5][CH:4]=1. Given the reactants [CH2:1]=[CH:2][C:3]1[CH:8]=[CH:7][CH:6]=[CH:5][CH:4]=1.[CH2:9]([Li])[CH2:10][CH2:11][CH3:12].C=CC=C.Cl[SiH](Cl)[SiH3], predict the reaction product.